Dataset: Full USPTO retrosynthesis dataset with 1.9M reactions from patents (1976-2016). Task: Predict the reactants needed to synthesize the given product. (1) Given the product [CH2:1]([O:3][C:4]1[CH:5]=[CH:6][C:7]([F:10])=[C:8]([CH:9]=1)[CH:31]=[O:32])[CH3:2], predict the reactants needed to synthesize it. The reactants are: [CH2:1]([O:3][C:4]1[CH:9]=[CH:8][C:7]([F:10])=[CH:6][CH:5]=1)[CH3:2].CN(C)CCN(C)CCN(C)C.[Li]CCCC.CN([CH:31]=[O:32])C. (2) Given the product [CH3:12][N:5]([C:4]1[CH:6]=[CH:7][CH:8]=[CH:9][C:3]=1[C:2]([F:10])([F:11])[F:1])[C:38]([C:25]1[S:24][C:28]2[C:29]3[CH:37]=[CH:36][CH:35]=[CH:34][C:30]=3[O:31][CH2:32][CH2:33][C:27]=2[CH:26]=1)=[O:39], predict the reactants needed to synthesize it. The reactants are: [F:1][C:2]([F:11])([F:10])[C:3]1[CH:9]=[CH:8][CH:7]=[CH:6][C:4]=1[NH2:5].[CH2:12](N(CC)CC)C.O1CCCC1.[S:24]1[C:28]2[C:29]3[CH:37]=[CH:36][CH:35]=[CH:34][C:30]=3[O:31][CH2:32][CH2:33][C:27]=2[CH:26]=[C:25]1[C:38](Cl)=[O:39].[H-].[Na+].CI. (3) Given the product [Cl:40][CH2:41][C:42]([N:4]1[CH2:5][CH2:6][N:1]([C:7]2[CH:8]=[CH:9][C:10]([O:11][C:12]3[N:17]=[CH:16][C:15]([NH:18][C:19](=[O:30])[C:20]4[CH:25]=[CH:24][C:23]([C:26]([F:27])([F:28])[F:29])=[CH:22][CH:21]=4)=[CH:14][CH:13]=3)=[CH:31][CH:32]=2)[CH2:2][CH2:3]1)=[O:43], predict the reactants needed to synthesize it. The reactants are: [N:1]1([C:7]2[CH:32]=[CH:31][C:10]([O:11][C:12]3[N:17]=[CH:16][C:15]([NH:18][C:19](=[O:30])[C:20]4[CH:25]=[CH:24][C:23]([C:26]([F:29])([F:28])[F:27])=[CH:22][CH:21]=4)=[CH:14][CH:13]=3)=[CH:9][CH:8]=2)[CH2:6][CH2:5][NH:4][CH2:3][CH2:2]1.C(N(CC)CC)C.[Cl:40][CH2:41][C:42](Cl)=[O:43].C(OCC)(=O)C. (4) Given the product [Cl:56][C:57]1[CH:62]=[CH:61][CH:60]=[CH:59][C:58]=1[N:63]1[CH2:68][CH2:67][N:66]([C:43]([NH:1][CH2:2][C:3]2[CH:33]=[CH:32][CH:31]=[C:5]([CH2:6][N:7]([CH2:20][C:21]3[CH:22]=[CH:23][C:24]([C:27]([F:29])([F:28])[F:30])=[CH:25][CH:26]=3)[S:8]([C:11]3[CH:16]=[C:15]([Cl:17])[CH:14]=[C:13]([Cl:18])[C:12]=3[OH:19])(=[O:9])=[O:10])[CH:4]=2)=[O:44])[CH2:65][CH2:64]1, predict the reactants needed to synthesize it. The reactants are: [NH2:1][CH2:2][C:3]1[CH:4]=[C:5]([CH:31]=[CH:32][CH:33]=1)[CH2:6][N:7]([CH2:20][C:21]1[CH:26]=[CH:25][C:24]([C:27]([F:30])([F:29])[F:28])=[CH:23][CH:22]=1)[S:8]([C:11]1[CH:16]=[C:15]([Cl:17])[CH:14]=[C:13]([Cl:18])[C:12]=1[OH:19])(=[O:10])=[O:9].C(N(CC)C(C)C)(C)C.[C:43](N1C=CN=C1)(N1C=CN=C1)=[O:44].Cl.[Cl:56][C:57]1[CH:62]=[CH:61][CH:60]=[CH:59][C:58]=1[N:63]1[CH2:68][CH2:67][NH:66][CH2:65][CH2:64]1. (5) Given the product [Br:18][C:9]1[CH:8]=[C:7]([CH2:6][CH2:5][C:4]([OH:19])=[O:3])[C:15]2[O:14][CH2:13][C:12]([CH3:17])([CH3:16])[C:11]=2[CH:10]=1, predict the reactants needed to synthesize it. The reactants are: C([O:3][C:4](=[O:19])[CH2:5][CH2:6][C:7]1[C:15]2[O:14][CH2:13][C:12]([CH3:17])([CH3:16])[C:11]=2[CH:10]=[C:9]([Br:18])[CH:8]=1)C.O.[OH-].[Li+].